Predict the product of the given reaction. From a dataset of Forward reaction prediction with 1.9M reactions from USPTO patents (1976-2016). Given the reactants [CH2:1]([O:3][C:4]([C:6]1[C:14]2[C:9](=[CH:10][CH:11]=[CH:12][CH:13]=2)[NH:8][N:7]=1)=[O:5])[CH3:2].Br[CH2:16][CH2:17][O:18][CH:19]1[CH2:24][CH2:23][CH2:22][CH2:21][O:20]1.C(=O)([O-])[O-].[K+].[K+].[I-].[Li+], predict the reaction product. The product is: [O:20]1[CH2:21][CH2:22][CH2:23][CH2:24][CH:19]1[O:18][CH2:17][CH2:16][N:8]1[C:9]2[C:14](=[CH:13][CH:12]=[CH:11][CH:10]=2)[C:6]([C:4]([O:3][CH2:1][CH3:2])=[O:5])=[N:7]1.